The task is: Predict which catalyst facilitates the given reaction.. This data is from Catalyst prediction with 721,799 reactions and 888 catalyst types from USPTO. Reactant: [Cl:1][C:2]1[CH:7]=[CH:6][C:5]([C:8]2[C:9]3[C:25]([CH3:26])=[C:24]([CH3:27])[S:23][C:10]=3[C:11]3[C:21]([CH3:22])=[N:20][O:19][C:12]=3[C@H:13]([CH2:15][C:16]([NH2:18])=O)[N:14]=2)=[CH:4][CH:3]=1.COC1C=CC(P2(SP(C3C=CC(OC)=CC=3)(=S)S2)=[S:37])=CC=1. The catalyst class is: 1. Product: [Cl:1][C:2]1[CH:7]=[CH:6][C:5]([C:8]2[C:9]3[C:25]([CH3:26])=[C:24]([CH3:27])[S:23][C:10]=3[C:11]3[C:21]([CH3:22])=[N:20][O:19][C:12]=3[C@H:13]([CH2:15][C:16](=[S:37])[NH2:18])[N:14]=2)=[CH:4][CH:3]=1.